This data is from Reaction yield outcomes from USPTO patents with 853,638 reactions. The task is: Predict the reaction yield, written as a fraction of the theoretical maximum amount of product (1.0 means a 100% yield; for example, 0.34 means a 34% yield). (1) The product is [I:31][C:11]1[C:7]2[C:8](=[C:3]([O:2][CH3:1])[N:4]=[CH:5][CH:6]=2)[O:9][C:12]=1[C:13]1[CH:18]=[CH:17][C:16]([C:19]2([NH:23][C:24](=[O:30])[O:25][C:26]([CH3:29])([CH3:28])[CH3:27])[CH2:22][CH2:21][CH2:20]2)=[CH:15][CH:14]=1. The yield is 0.870. The catalyst is C(Cl)Cl. The reactants are [CH3:1][O:2][C:3]1[C:8]([O:9]C)=[C:7]([C:11]#[C:12][C:13]2[CH:18]=[CH:17][C:16]([C:19]3([NH:23][C:24](=[O:30])[O:25][C:26]([CH3:29])([CH3:28])[CH3:27])[CH2:22][CH2:21][CH2:20]3)=[CH:15][CH:14]=2)[CH:6]=[CH:5][N:4]=1.[I:31]Cl. (2) The reactants are [CH3:1][O:2][C:3]1[CH:12]=[C:11]2[C:6]([C:7]([O:13][CH2:14][C:15]3[N:19]4[CH:20]=[C:21]([C:24](O)=[O:25])[CH:22]=[CH:23][C:18]4=[N:17][N:16]=3)=[CH:8][CH:9]=[N:10]2)=[CH:5][CH:4]=1.[CH:27]1([NH2:30])[CH2:29][CH2:28]1.ON1C2N=CC=CC=2N=N1.Cl.C(N=C=NCCCN(C)C)C.C(N(C(C)C)C(C)C)C. The catalyst is CN(C=O)C. The product is [CH:27]1([NH:30][C:24]([C:21]2[CH:22]=[CH:23][C:18]3[N:19]([C:15]([CH2:14][O:13][C:7]4[C:6]5[C:11](=[CH:12][C:3]([O:2][CH3:1])=[CH:4][CH:5]=5)[N:10]=[CH:9][CH:8]=4)=[N:16][N:17]=3)[CH:20]=2)=[O:25])[CH2:29][CH2:28]1. The yield is 0.440. (3) The reactants are [NH:1]1[CH2:6][CH2:5][CH:4]([OH:7])[CH2:3][CH2:2]1.C(=O)([O-])[O-].[K+].[K+].F[C:15]1[CH:20]=[CH:19][C:18]([N+:21]([O-:23])=[O:22])=[C:17]([O:24][CH3:25])[CH:16]=1.O. The catalyst is CN(C)C=O. The product is [CH3:25][O:24][C:17]1[CH:16]=[C:15]([N:1]2[CH2:6][CH2:5][CH:4]([OH:7])[CH2:3][CH2:2]2)[CH:20]=[CH:19][C:18]=1[N+:21]([O-:23])=[O:22]. The yield is 0.890. (4) The reactants are [Br:1][C:2]1[CH:7]=[CH:6][C:5]([C:8]2[N:9]([C:18]3[CH:23]=[CH:22][C:21]([S:24]([CH3:27])(=[O:26])=[O:25])=[C:20]([F:28])[CH:19]=3)[CH2:10][C:11](O)([C:13]([F:16])([F:15])[F:14])[N:12]=2)=[CH:4][CH:3]=1.O.C1(C)C=CC(S(O)(=O)=O)=CC=1. The catalyst is C1(C)C=CC=CC=1. The product is [Br:1][C:2]1[CH:7]=[CH:6][C:5]([C:8]2[N:9]([C:18]3[CH:23]=[CH:22][C:21]([S:24]([CH3:27])(=[O:25])=[O:26])=[C:20]([F:28])[CH:19]=3)[CH:10]=[C:11]([C:13]([F:15])([F:14])[F:16])[N:12]=2)=[CH:4][CH:3]=1. The yield is 0.518.